Dataset: Full USPTO retrosynthesis dataset with 1.9M reactions from patents (1976-2016). Task: Predict the reactants needed to synthesize the given product. Given the product [NH:39]([C:48]([O:50][C:51]([CH3:53])([CH3:52])[CH3:54])=[O:49])[C@H:40]([C:32]([NH:1][C@H:2]([C:20]([N:22]1[CH2:31][CH2:30][CH2:29][C@H:23]1[C:24]([NH:26][CH2:27][CH3:28])=[O:25])=[O:21])[CH2:3][CH2:4][CH2:5][NH:6][C:7](=[NH:19])[NH:8][S:9]([C:12]1[CH:18]=[CH:17][C:15]([CH3:16])=[CH:14][CH:13]=1)(=[O:11])=[O:10])=[O:33])[CH2:41][CH:42]([CH3:44])[CH3:43], predict the reactants needed to synthesize it. The reactants are: [NH:1]([C:32](OC(C)(C)C)=[O:33])[C@H:2]([C:20]([N:22]1[CH2:31][CH2:30][CH2:29][C@H:23]1[C:24]([NH:26][CH2:27][CH3:28])=[O:25])=[O:21])[CH2:3][CH2:4][CH2:5][NH:6][C:7](=[NH:19])[NH:8][S:9]([C:12]1[CH:18]=[CH:17][C:15]([CH3:16])=[CH:14][CH:13]=1)(=[O:11])=[O:10].[NH:39]([C:48]([O:50][C:51]([CH3:54])([CH3:53])[CH3:52])=[O:49])[C@H:40](C(O)=O)[CH2:41][CH:42]([CH3:44])[CH3:43].CS(O)(=O)=O.N(C(OC(C)(C)C)=O)[C@@H](C(O)=O)CC(C)C.C1C=C2N=NN(O)C2=CC=1.O.N[C@H](C(N[C@H](C(N1CCC[C@H]1C(NCC)=O)=O)CCCNC(=N)NS(C1C=CC(C)=CC=1)(=O)=O)=O)CC(C)C.CCN=C=NCCCN(C)C.Cl.